From a dataset of Reaction yield outcomes from USPTO patents with 853,638 reactions. Predict the reaction yield, written as a fraction of the theoretical maximum amount of product (1.0 means a 100% yield; for example, 0.34 means a 34% yield). (1) The reactants are [F:1][C:2]1[CH:7]=[CH:6][CH:5]=[C:4]([F:8])[C:3]=1[N:9]1[C:14]2[N:15]=[C:16](S(C)=O)[N:17]=[C:18]([C:19]3[CH:20]=[C:21]([CH:28]=[CH:29][C:30]=3[CH3:31])[C:22]([NH:24][CH:25]([CH3:27])[CH3:26])=[O:23])[C:13]=2[CH2:12][NH:11][C:10]1=[O:35].[CH3:36][N:37]([CH3:41])[CH2:38][CH2:39][NH2:40]. The catalyst is C1COCC1. The product is [F:1][C:2]1[CH:7]=[CH:6][CH:5]=[C:4]([F:8])[C:3]=1[N:9]1[C:14]2[N:15]=[C:16]([NH:40][CH2:39][CH2:38][N:37]([CH3:41])[CH3:36])[N:17]=[C:18]([C:19]3[CH:20]=[C:21]([CH:28]=[CH:29][C:30]=3[CH3:31])[C:22]([NH:24][CH:25]([CH3:27])[CH3:26])=[O:23])[C:13]=2[CH2:12][NH:11][C:10]1=[O:35]. The yield is 0.950. (2) The reactants are [CH3:1][C@@H:2]1[N:7]([CH3:8])[CH2:6][CH2:5][N:4]([CH2:9][C:10]2[CH:11]=[C:12]([C:16]3[C:21]([F:22])=[CH:20][CH:19]=[C:18]([CH2:23][NH:24][C:25](=[O:39])[C:26]4[CH:31]=[CH:30][CH:29]=[C:28]([CH2:32][CH:33]5[CH2:38][CH2:37][NH:36][CH2:35][CH2:34]5)[CH:27]=4)[CH:17]=3)[CH:13]=[CH:14][CH:15]=2)[CH2:3]1.[CH2:40]=O.[BH4-].[Na+]. The catalyst is CO. The product is [CH3:1][C@@H:2]1[N:7]([CH3:8])[CH2:6][CH2:5][N:4]([CH2:9][C:10]2[CH:11]=[C:12]([C:16]3[C:21]([F:22])=[CH:20][CH:19]=[C:18]([CH2:23][NH:24][C:25](=[O:39])[C:26]4[CH:31]=[CH:30][CH:29]=[C:28]([CH2:32][CH:33]5[CH2:34][CH2:35][N:36]([CH3:40])[CH2:37][CH2:38]5)[CH:27]=4)[CH:17]=3)[CH:13]=[CH:14][CH:15]=2)[CH2:3]1. The yield is 0.350. (3) The reactants are [CH2:1]([NH2:8])[C:2]1[CH:7]=[CH:6][CH:5]=[CH:4][CH:3]=1.[Cl:9][C:10]1[CH:15]=[C:14](Cl)[N:13]=[CH:12][N:11]=1.C(N(CC)CC)C.CO. The catalyst is C(Cl)Cl. The product is [CH2:1]([NH:8][C:14]1[CH:15]=[C:10]([Cl:9])[N:11]=[CH:12][N:13]=1)[C:2]1[CH:7]=[CH:6][CH:5]=[CH:4][CH:3]=1. The yield is 0.790. (4) The reactants are [C:1]([O:5][C:6]([N:8]1[CH2:13][CH2:12][CH2:11][C@@H:10]([C:14]([OH:16])=O)[CH2:9]1)=[O:7])([CH3:4])([CH3:3])[CH3:2].[C:17](N1C=CN=C1)(N1C=CN=C1)=[O:18].C([N:31]([CH2:34]C)CC)C. The catalyst is C1COCC1. The product is [CH3:17][O:18][N:31]([CH3:34])[C:14]([C@@H:10]1[CH2:11][CH2:12][CH2:13][N:8]([C:6]([O:5][C:1]([CH3:2])([CH3:3])[CH3:4])=[O:7])[CH2:9]1)=[O:16]. The yield is 0.910. (5) The reactants are Cl.[C:2]([O:6][C:7]([N:9]1[CH2:12][CH:11]([CH2:13][NH2:14])[CH2:10]1)=[O:8])([CH3:5])([CH3:4])[CH3:3].CCN(CC)CC.[Cl:22][C:23]1[N:28]=[C:27](Cl)[N:26]=[C:25]([N:30]2[CH2:35][CH2:34][O:33][CH2:32][CH2:31]2)[N:24]=1. The catalyst is C1COCC1. The product is [C:2]([O:6][C:7]([N:9]1[CH2:12][CH:11]([CH2:13][NH:14][C:27]2[N:28]=[C:23]([Cl:22])[N:24]=[C:25]([N:30]3[CH2:31][CH2:32][O:33][CH2:34][CH2:35]3)[N:26]=2)[CH2:10]1)=[O:8])([CH3:5])([CH3:4])[CH3:3]. The yield is 0.460. (6) The reactants are [Br:1][C:2]1[CH:7]=[CH:6][N:5]=[C:4](Cl)[CH:3]=1.[C:9]1([C:15]2([NH2:19])[CH2:18][CH2:17][CH2:16]2)[CH:14]=[CH:13][CH:12]=[CH:11][CH:10]=1.CN1C(=O)CCC1. The catalyst is O.C(OCC)(=O)C. The product is [Br:1][C:2]1[CH:7]=[CH:6][N:5]=[C:4]([NH:19][C:15]2([C:9]3[CH:14]=[CH:13][CH:12]=[CH:11][CH:10]=3)[CH2:16][CH2:17][CH2:18]2)[CH:3]=1. The yield is 0.0900. (7) The reactants are [C:1]([O:5][C:6](=[O:20])[C:7]([CH3:19])([S:9][C:10]1[CH:18]=[CH:17][C:13]([C:14]([OH:16])=[O:15])=[CH:12][CH:11]=1)[CH3:8])([CH3:4])([CH3:3])[CH3:2].[CH3:21][C:22]1[CH:35]=[CH:34][C:25]([CH2:26][N:27]2[CH:31]=[C:30]([CH2:32]O)[CH:29]=[N:28]2)=[CH:24][CH:23]=1.C1(N=C=NC2CCCCC2)CCCCC1. The catalyst is CN(C)C1C=CN=CC=1.ClCCl. The product is [C:1]([O:5][C:6](=[O:20])[C:7]([CH3:8])([S:9][C:10]1[CH:11]=[CH:12][C:13]([C:14]([O:16][CH2:32][C:30]2[CH:29]=[N:28][N:27]([CH2:26][C:25]3[CH:34]=[CH:35][C:22]([CH3:21])=[CH:23][CH:24]=3)[CH:31]=2)=[O:15])=[CH:17][CH:18]=1)[CH3:19])([CH3:2])([CH3:3])[CH3:4]. The yield is 0.880. (8) The reactants are Cl.FC(F)(F)CC[N:6]1[CH2:15][CH2:14][C:13]2[C:12]([NH:16][C:17]3[CH:26]=[CH:25][C:20]4[O:21][CH2:22][CH2:23][O:24][C:19]=4[CH:18]=3)=[N:11][CH:10]=[N:9][C:8]=2[CH2:7]1.[C:29]1([CH3:38])[CH:34]=[CH:33][CH:32]=[C:31](B(O)O)[CH:30]=1.C(N(CC)CC)C. The catalyst is C1COCC1.CC([O-])=O.CC([O-])=O.[Cu+2]. The product is [O:21]1[CH2:22][CH2:23][O:24][C:19]2[CH:18]=[C:17]([NH:16][C:12]3[C:13]4[CH2:14][CH2:15][N:6]([C:31]5[CH:30]=[C:29]([CH3:38])[CH:34]=[CH:33][CH:32]=5)[CH2:7][C:8]=4[N:9]=[CH:10][N:11]=3)[CH:26]=[CH:25][C:20]1=2. The yield is 0.0960. (9) The reactants are [CH2:1]([NH:3][C:4]([N:17]1[CH2:21][CH:20]([CH2:22][CH3:23])[CH:19]=[N:18]1)=[N:5][S:6]([C:9]1[CH:14]=[CH:13][C:12]([O:15]C)=[CH:11][CH:10]=1)(=[O:8])=[O:7])[CH3:2].B(Br)(Br)Br. The catalyst is C(Cl)Cl. The product is [CH2:1]([NH:3][C:4]([N:17]1[CH2:21][CH:20]([CH2:22][CH3:23])[CH:19]=[N:18]1)=[N:5][S:6]([C:9]1[CH:10]=[CH:11][C:12]([OH:15])=[CH:13][CH:14]=1)(=[O:8])=[O:7])[CH3:2]. The yield is 0.590.